From a dataset of Reaction yield outcomes from USPTO patents with 853,638 reactions. Predict the reaction yield, written as a fraction of the theoretical maximum amount of product (1.0 means a 100% yield; for example, 0.34 means a 34% yield). (1) The reactants are Br[C:2]1[C:3]([OH:10])=[N:4][C:5]([CH3:9])=[N:6][C:7]=1[CH3:8].[C:11]([Zn]C#N)#[N:12]. The catalyst is C1C=CC([P]([Pd]([P](C2C=CC=CC=2)(C2C=CC=CC=2)C2C=CC=CC=2)([P](C2C=CC=CC=2)(C2C=CC=CC=2)C2C=CC=CC=2)[P](C2C=CC=CC=2)(C2C=CC=CC=2)C2C=CC=CC=2)(C2C=CC=CC=2)C2C=CC=CC=2)=CC=1.CN(C)C=O. The product is [OH:10][C:3]1[C:2]([C:11]#[N:12])=[C:7]([CH3:8])[N:6]=[C:5]([CH3:9])[N:4]=1. The yield is 0.990. (2) The reactants are [CH3:1][O:2][C:3]1[CH:17]=[CH:16][C:6]([CH2:7][O:8][C:9]2[CH:10]=[CH:11][C:12]([NH2:15])=[N:13][CH:14]=2)=[CH:5][CH:4]=1.[CH3:18][C:19]1[CH:24]=[CH:23][C:22]([S:25](Cl)(=[O:27])=[O:26])=[CH:21][CH:20]=1. The catalyst is N1C=CC=CC=1. The product is [CH3:1][O:2][C:3]1[CH:4]=[CH:5][C:6]([CH2:7][O:8][C:9]2[CH:10]=[CH:11][C:12]([NH:15][S:25]([C:22]3[CH:23]=[CH:24][C:19]([CH3:18])=[CH:20][CH:21]=3)(=[O:27])=[O:26])=[N:13][CH:14]=2)=[CH:16][CH:17]=1. The yield is 0.930. (3) The reactants are Cl[C:2]1[CH:3]=[CH:4][C:5]2[N:6]=[CH:7][N:8]3[C:16]4[CH:15]=[CH:14][CH:13]=[C:12]([F:17])[C:11]=4[CH:10]=[C:9]3[C:18]=2[N:19]=1.[CH3:20][NH:21][C:22]([C:24]1[C:28]2[CH:29]=[C:30](B3OC(C)(C)C(C)(C)O3)[C:31]([N:33]([CH3:38])[S:34]([CH3:37])(=[O:36])=[O:35])=[CH:32][C:27]=2[O:26][C:25]=1[C:48]1[CH:49]=[N:50][C:51]([C:54]([F:57])([F:56])[F:55])=[CH:52][CH:53]=1)=[O:23].C([O-])([O-])=O.[Na+].[Na+].CC(C1C=C(C(C)C)C(C2C=CC=CC=2P(C2CCCCC2)C2CCCCC2)=C(C(C)C)C=1)C. The catalyst is O1CCOCC1.O.C1C=CC(/C=C/C(/C=C/C2C=CC=CC=2)=O)=CC=1.C1C=CC(/C=C/C(/C=C/C2C=CC=CC=2)=O)=CC=1.C1C=CC(/C=C/C(/C=C/C2C=CC=CC=2)=O)=CC=1.[Pd].[Pd]. The product is [F:17][C:12]1[C:11]2[CH:10]=[C:9]3[C:18]4[N:19]=[C:2]([C:30]5[C:31]([N:33]([CH3:38])[S:34]([CH3:37])(=[O:36])=[O:35])=[CH:32][C:27]6[O:26][C:25]([C:48]7[CH:49]=[N:50][C:51]([C:54]([F:55])([F:57])[F:56])=[CH:52][CH:53]=7)=[C:24]([C:22]([NH:21][CH3:20])=[O:23])[C:28]=6[CH:29]=5)[CH:3]=[CH:4][C:5]=4[N:6]=[CH:7][N:8]3[C:16]=2[CH:15]=[CH:14][CH:13]=1. The yield is 0.270. (4) The catalyst is CCO. The yield is 0.370. The reactants are [CH3:1][N:2]([CH3:14])[C:3]1[CH:8]=[CH:7][C:6]([C:9](=O)[CH2:10][C:11]#[N:12])=[CH:5][CH:4]=1.[NH2:15][NH2:16]. The product is [CH3:14][N:2]([CH3:1])[C:3]1[CH:8]=[CH:7][C:6]([C:9]2[CH:10]=[C:11]([NH2:12])[NH:15][N:16]=2)=[CH:5][CH:4]=1. (5) The reactants are C(O[C:5](=[O:7])C)(=O)C.C(O)=O.[F:11][C:12]1[CH:13]=[C:14]([N+:19]([O-:21])=[O:20])[C:15]([NH2:18])=[N:16][CH:17]=1. No catalyst specified. The product is [F:11][C:12]1[CH:13]=[C:14]([N+:19]([O-:21])=[O:20])[C:15]([NH:18][CH:5]=[O:7])=[N:16][CH:17]=1. The yield is 0.960. (6) The reactants are Cl.[NH2:2][C:3]1[N:8]=[CH:7][C:6](/[CH:9]=[CH:10]/[C:11]([OH:13])=O)=[C:5]([CH3:14])[CH:4]=1.CCN(CC)CC.[CH3:22][N:23]1[C:31]2[C:26](=[CH:27][CH:28]=[CH:29][CH:30]=2)[CH:25]=[C:24]1[CH2:32][NH:33][CH3:34].C1C=CC2N(O)N=NC=2C=1.O.C1CCC(N=C=NC2CCCCC2)CC1. The catalyst is CN(C=O)C.C(Cl)Cl. The product is [NH2:2][C:3]1[N:8]=[CH:7][C:6](/[CH:9]=[CH:10]/[C:11]([N:33]([CH3:34])[CH2:32][C:24]2[N:23]([CH3:22])[C:31]3[C:26]([CH:25]=2)=[CH:27][CH:28]=[CH:29][CH:30]=3)=[O:13])=[C:5]([CH3:14])[CH:4]=1. The yield is 0.740.